This data is from Full USPTO retrosynthesis dataset with 1.9M reactions from patents (1976-2016). The task is: Predict the reactants needed to synthesize the given product. (1) Given the product [C:14]([NH:13][C:11]([C:10]1[C:4]2[C:5](=[N:6][CH:7]=[C:2]([NH:34][C:33]3[CH:35]=[CH:36][CH:37]=[C:31]([S:28]([CH3:27])(=[O:30])=[O:29])[CH:32]=3)[N:3]=2)[N:8]([CH2:18][O:19][CH2:20][CH2:21][Si:22]([CH3:25])([CH3:24])[CH3:23])[CH:9]=1)=[O:12])([CH3:17])([CH3:16])[CH3:15], predict the reactants needed to synthesize it. The reactants are: Br[C:2]1[N:3]=[C:4]2[C:10]([C:11]([NH:13][C:14]([CH3:17])([CH3:16])[CH3:15])=[O:12])=[CH:9][N:8]([CH2:18][O:19][CH2:20][CH2:21][Si:22]([CH3:25])([CH3:24])[CH3:23])[C:5]2=[N:6][CH:7]=1.Cl.[CH3:27][S:28]([C:31]1[CH:32]=[C:33]([CH:35]=[CH:36][CH:37]=1)[NH2:34])(=[O:30])=[O:29].C1C=CC(P(C2C(C3C(P(C4C=CC=CC=4)C4C=CC=CC=4)=CC=C4C=3C=CC=C4)=C3C(C=CC=C3)=CC=2)C2C=CC=CC=2)=CC=1. (2) Given the product [F:18][C:10]([F:17])([C:11]1[CH:12]=[CH:13][CH:14]=[CH:15][CH:16]=1)[CH2:9][NH:8][C:5]1[C:4]([F:20])=[C:3]([CH2:21][CH2:22][OH:23])[C:2]([Cl:1])=[CH:7][CH:6]=1, predict the reactants needed to synthesize it. The reactants are: [Cl:1][C:2]1[CH:7]=[CH:6][C:5]([NH:8][C:9](=O)[C:10]([F:18])([F:17])[C:11]2[CH:16]=[CH:15][CH:14]=[CH:13][CH:12]=2)=[C:4]([F:20])[C:3]=1[CH2:21][CH2:22][OH:23].C([O-])([O-])=O.[K+].[K+]. (3) Given the product [Br:20][C:21]1[C:22]([C:12]2[S:11][C:10]([CH:8]([C:5]3[CH:6]=[CH:7][C:2]([F:1])=[CH:3][CH:4]=3)[CH3:9])=[N:14][CH:13]=2)=[N:23][C:24]([Cl:27])=[N:25][CH:26]=1, predict the reactants needed to synthesize it. The reactants are: [F:1][C:2]1[CH:7]=[CH:6][C:5]([CH:8]([C:10]2[S:11][CH:12]=[CH:13][N:14]=2)[CH3:9])=[CH:4][CH:3]=1.C([Li])(C)(C)C.[Br:20][C:21]1[CH:22]=[N:23][C:24]([Cl:27])=[N:25][CH:26]=1.ClC1C(=O)C(C#N)=C(C#N)C(=O)C=1Cl. (4) Given the product [Br:17][CH2:12][C:9]1[O:10][C:11]2[C:3]([O:2][CH3:1])=[CH:4][CH:5]=[CH:6][C:7]=2[CH:8]=1, predict the reactants needed to synthesize it. The reactants are: [CH3:1][O:2][C:3]1[C:11]2[O:10][C:9]([CH:12]=O)=[CH:8][C:7]=2[CH:6]=[CH:5][CH:4]=1.[BH4-].[Na+].P(Br)(Br)[Br:17]. (5) Given the product [F:13][C:14]1[CH:22]=[C:21]([F:23])[CH:20]=[C:19]([F:24])[C:15]=1[C:1]([O:7][C:8]([CH3:9])([CH3:10])[CH3:11])=[O:12], predict the reactants needed to synthesize it. The reactants are: [C:1](=[O:12])([O:7][C:8]([CH3:11])([CH3:10])[CH3:9])OC(C)(C)C.[F:13][C:14]1[CH:22]=[C:21]([F:23])[CH:20]=[C:19]([F:24])[C:15]=1C(O)=O. (6) The reactants are: [Br:1][C:2]1[CH:3]=[C:4]([CH:7]=[C:8]([Br:16])[C:9]=1[S:10](=[O:15])(=[O:14])[N:11]([CH3:13])[CH3:12])[CH:5]=[O:6].[BH4-].[Na+]. Given the product [Br:16][C:8]1[CH:7]=[C:4]([CH:3]=[C:2]([Br:1])[C:9]=1[S:10](=[O:15])(=[O:14])[N:11]([CH3:12])[CH3:13])[CH2:5][OH:6], predict the reactants needed to synthesize it.